Dataset: Forward reaction prediction with 1.9M reactions from USPTO patents (1976-2016). Task: Predict the product of the given reaction. (1) Given the reactants [NH2:1][CH2:2][CH2:3][C:4]1[CH:9]=[CH:8][C:7]([S:10][CH:11]2[CH2:16][CH2:15][N:14]([C:17]([NH:19][CH2:20][CH2:21][CH2:22][CH2:23][CH2:24][CH3:25])=[O:18])[CH2:13][CH2:12]2)=[CH:6][CH:5]=1.C([Si]([O:43][C:44]1[CH:49]=[CH:48][C:47]([O:50][CH2:51][CH:52]2[CH2:54][O:53]2)=[CH:46][CH:45]=1)(C1C=CC=CC=1)C1C=CC=CC=1)(C)(C)C, predict the reaction product. The product is: [CH2:20]([NH:19][C:17]([N:14]1[CH2:15][CH2:16][CH:11]([S:10][C:7]2[CH:6]=[CH:5][C:4]([CH2:3][CH2:2][NH:1][CH2:54][C@H:52]([OH:53])[CH2:51][O:50][C:47]3[CH:48]=[CH:49][C:44]([OH:43])=[CH:45][CH:46]=3)=[CH:9][CH:8]=2)[CH2:12][CH2:13]1)=[O:18])[CH2:21][CH2:22][CH2:23][CH2:24][CH3:25]. (2) Given the reactants [Cl:1][C:2]1[CH:7]=[CH:6][C:5]([C:8]2([CH:13]=[O:14])[CH2:12][CH2:11][CH2:10][CH2:9]2)=[CH:4][CH:3]=1.[BH4-].[Na+], predict the reaction product. The product is: [Cl:1][C:2]1[CH:3]=[CH:4][C:5]([C:8]2([CH2:13][OH:14])[CH2:12][CH2:11][CH2:10][CH2:9]2)=[CH:6][CH:7]=1. (3) Given the reactants [F:1][C:2]1[CH:11]=[C:10]([F:12])[CH:9]=[C:8]2[C:3]=1[C:4]([NH:20][C:21]1[CH:26]=[CH:25][N:24]=[C:23]([N:27]3[CH2:32][CH2:31][O:30][CH2:29][CH2:28]3)[CH:22]=1)=[C:5]([CH3:19])[C:6]([N:13]1[CH2:18][CH2:17][NH:16][CH2:15][CH2:14]1)=[N:7]2.C(=O)([O-])[O-].[K+].[K+].Cl[C:40]([O:42][CH3:43])=[O:41], predict the reaction product. The product is: [F:1][C:2]1[CH:11]=[C:10]([F:12])[CH:9]=[C:8]2[C:3]=1[C:4]([NH:20][C:21]1[CH:26]=[CH:25][N:24]=[C:23]([N:27]3[CH2:32][CH2:31][O:30][CH2:29][CH2:28]3)[CH:22]=1)=[C:5]([CH3:19])[C:6]([N:13]1[CH2:14][CH2:15][N:16]([C:40]([O:42][CH3:43])=[O:41])[CH2:17][CH2:18]1)=[N:7]2. (4) Given the reactants [CH:1]1([C:7]2[C:20]3[C:19]4[N:18]=[CH:17][CH:16]=[CH:15][C:14]=4[C:13]4=[N:21][C:22]5[CH:27]=[CH:26][CH:25]=[CH:24][C:23]=5[N:12]4[C:11]=3[CH:10]=[CH:9][CH:8]=2)[CH2:6][CH2:5][CH2:4][CH2:3][CH2:2]1.CCCCCCCCCCCCCCC, predict the reaction product. The product is: [C:1]1([C:7]2[C:20]3[C:19]4[N:18]=[CH:17][CH:16]=[CH:15][C:14]=4[C:13]4=[N:21][C:22]5[CH:27]=[CH:26][CH:25]=[CH:24][C:23]=5[N:12]4[C:11]=3[CH:10]=[CH:9][CH:8]=2)[CH2:6][CH2:5][CH2:4][CH2:3][CH:2]=1. (5) Given the reactants [Br:1][C:2]1[C:3]([OH:11])=[C:4]([C:7]([O:9]C)=O)[S:5][CH:6]=1.[N:12]#[C:13]Br.C(N(CC)C(C)C)(C)C.[NH:24]1[CH2:29][CH2:28][O:27][CH2:26][CH2:25]1, predict the reaction product. The product is: [Br:1][C:2]1[C:3]2[O:11][C:13]([N:24]3[CH2:29][CH2:28][O:27][CH2:26][CH2:25]3)=[N:12][C:7](=[O:9])[C:4]=2[S:5][CH:6]=1.